Dataset: Full USPTO retrosynthesis dataset with 1.9M reactions from patents (1976-2016). Task: Predict the reactants needed to synthesize the given product. Given the product [NH2:22][C:18]1[N:17]=[C:16]2[N:15]([CH3:23])[N:14]=[C:13]([C:4]3[CH:5]=[C:6]([C:9]([F:12])([F:11])[F:10])[CH:7]=[CH:8][C:3]=3[OH:2])[C:21]2=[CH:20][N:19]=1, predict the reactants needed to synthesize it. The reactants are: C[O:2][C:3]1[CH:8]=[CH:7][C:6]([C:9]([F:12])([F:11])[F:10])=[CH:5][C:4]=1[C:13]1[C:21]2[C:16](=[N:17][C:18]([NH2:22])=[N:19][CH:20]=2)[N:15]([CH3:23])[N:14]=1.B(Br)(Br)Br.